From a dataset of Reaction yield outcomes from USPTO patents with 853,638 reactions. Predict the reaction yield, written as a fraction of the theoretical maximum amount of product (1.0 means a 100% yield; for example, 0.34 means a 34% yield). (1) The reactants are [Br:1][C:2]1[CH:7]=[CH:6][N:5]=[C:4]([C:8]([O:10]C)=O)[CH:3]=1.Cl.[CH:13]([C:16]1[CH:21]=[CH:20][C:19]([NH2:22])=[CH:18][C:17]=1[CH3:23])([CH3:15])[CH3:14].CN(C(ON1N=NC2C=CC=NC1=2)=[N+](C)C)C.F[P-](F)(F)(F)(F)F.CCN(C(C)C)C(C)C. The catalyst is C(Cl)Cl.CN(C=O)C. The product is [Br:1][C:2]1[CH:7]=[CH:6][N:5]=[C:4]([C:8]([NH:22][C:19]2[CH:20]=[CH:21][C:16]([CH:13]([CH3:14])[CH3:15])=[C:17]([CH3:23])[CH:18]=2)=[O:10])[CH:3]=1. The yield is 0.800. (2) The reactants are Cl.C(OC(=O)[NH:8][CH2:9][CH2:10][NH:11][S:12]([C:15]1[C:16]2[CH:17]=[CH:18][N:19]=[C:20]([Cl:25])[C:21]=2[CH:22]=[CH:23][CH:24]=1)(=[O:14])=[O:13])(C)(C)C. The catalyst is C(Cl)Cl. The product is [ClH:25].[NH2:8][CH2:9][CH2:10][NH:11][S:12]([C:15]1[C:16]2[CH:17]=[CH:18][N:19]=[C:20]([Cl:25])[C:21]=2[CH:22]=[CH:23][CH:24]=1)(=[O:13])=[O:14]. The yield is 1.00. (3) The reactants are [I:1]I.[CH2:3]([NH:10][C:11]1[CH:16]=[C:15]([CH3:17])[N:14]=[C:13]([NH2:18])[N:12]=1)[C:4]1[CH:9]=[CH:8][CH:7]=[CH:6][CH:5]=1. The catalyst is CO. The product is [CH2:3]([NH:10][C:11]1[C:16]([I:1])=[C:15]([CH3:17])[N:14]=[C:13]([NH2:18])[N:12]=1)[C:4]1[CH:5]=[CH:6][CH:7]=[CH:8][CH:9]=1. The yield is 0.850. (4) The reactants are P([Cl:9])(OCC)(OCC)=O.[CH3:10][C:11]1[CH:20]=[CH:19][C:18]2[C:13](=[CH:14][CH:15]=[CH:16][C:17]=2[N:21]2[CH2:26][CH2:25][N:24]([CH2:27][CH2:28][C:29]3[CH:38]=[CH:37][CH:36]=[C:35]4[C:30]=3[CH2:31][CH2:32][C:33](=O)[NH:34]4)[CH2:23][CH2:22]2)[N:12]=1.CC(C)([O-])C.[K+].[N+:46]([CH2:48][C:49]([O:51][CH2:52][CH3:53])=[O:50])#[C-:47]. The catalyst is CN(C=O)C. The product is [ClH:9].[ClH:9].[CH3:10][C:11]1[CH:20]=[CH:19][C:18]2[C:13](=[CH:14][CH:15]=[CH:16][C:17]=2[N:21]2[CH2:22][CH2:23][N:24]([CH2:27][CH2:28][C:29]3[CH:38]=[CH:37][CH:36]=[C:35]4[C:30]=3[CH2:31][CH2:32][C:33]3[N:34]4[CH:47]=[N:46][C:48]=3[C:49]([O:51][CH2:52][CH3:53])=[O:50])[CH2:25][CH2:26]2)[N:12]=1. The yield is 0.280. (5) The reactants are [N:1]1([C:7]2[N:12]=[C:11]([N:13]3[CH:18]4[CH2:19][CH2:20][CH:14]3[CH2:15][O:16][CH2:17]4)[N:10]=[C:9]([C:21]3[CH:27]=[CH:26][C:24]([NH2:25])=[CH:23][CH:22]=3)[N:8]=2)[CH2:6][CH2:5][O:4][CH2:3][CH2:2]1.ClC(Cl)(O[C:32](=[O:38])OC(Cl)(Cl)Cl)Cl.[NH2:40][C:41]1[CH:46]=[CH:45][C:44]([CH3:47])=[CH:43][CH:42]=1. No catalyst specified. The product is [CH3:47][C:44]1[CH:45]=[CH:46][C:41]([NH:40][C:32]([NH:25][C:24]2[CH:26]=[CH:27][C:21]([C:9]3[N:8]=[C:7]([N:1]4[CH2:2][CH2:3][O:4][CH2:5][CH2:6]4)[N:12]=[C:11]([N:13]4[CH:14]5[CH2:20][CH2:19][CH:18]4[CH2:17][O:16][CH2:15]5)[N:10]=3)=[CH:22][CH:23]=2)=[O:38])=[CH:42][CH:43]=1. The yield is 0.310. (6) The reactants are [CH3:1][O:2][C:3](=[O:14])[C:4]1[CH:9]=[C:8]([O:10][CH3:11])[CH:7]=[C:6]([O:12][CH3:13])[CH:5]=1.C1C(=O)N([Br:22])C(=O)C1.[O-]S([O-])=O.[Na+].[Na+]. The catalyst is CC#N. The product is [CH3:1][O:2][C:3](=[O:14])[C:4]1[CH:5]=[C:6]([O:12][CH3:13])[CH:7]=[C:8]([O:10][CH3:11])[C:9]=1[Br:22]. The yield is 0.930.